From a dataset of Catalyst prediction with 721,799 reactions and 888 catalyst types from USPTO. Predict which catalyst facilitates the given reaction. Reactant: [H-].[Al+3].[Li+].[H-].[H-].[H-].[F:7][C:8]1([F:20])[CH2:13][CH2:12][CH:11]([CH:14]2[CH2:18][NH:17][C:16](=O)[CH2:15]2)[CH2:10][CH2:9]1. Product: [F:20][C:8]1([F:7])[CH2:9][CH2:10][CH:11]([CH:14]2[CH2:15][CH2:16][NH:17][CH2:18]2)[CH2:12][CH2:13]1. The catalyst class is: 1.